This data is from Forward reaction prediction with 1.9M reactions from USPTO patents (1976-2016). The task is: Predict the product of the given reaction. (1) Given the reactants [Cl:1][C:2]1[CH:7]=[C:6]([O:8][CH:9]([F:11])[F:10])[CH:5]=[CH:4][C:3]=1[C:12]1[CH:17]=[CH:16][N:15]=[C:14]([NH:18][CH:19]([CH3:23])[CH2:20][O:21][CH3:22])[C:13]=1[NH2:24].[C:25](OC)(=[O:29])[C:26]([CH3:28])=O, predict the reaction product. The product is: [Cl:1][C:2]1[CH:7]=[C:6]([O:8][CH:9]([F:10])[F:11])[CH:5]=[CH:4][C:3]=1[C:12]1[C:13]2[N:24]=[C:26]([CH3:28])[C:25](=[O:29])[N:18]([CH:19]([CH3:23])[CH2:20][O:21][CH3:22])[C:14]=2[N:15]=[CH:16][CH:17]=1. (2) Given the reactants [CH2:1]([C:5]1[N:6]([CH2:12][C:13]2[CH:22]=[CH:21][C:16]([C:17]([O:19]C)=[O:18])=[CH:15][CH:14]=2)[C:7]([CH:10]=O)=[CH:8][N:9]=1)[CH2:2][CH2:3][CH3:4].[C:23]([CH:26]([CH2:32][C:33]1[S:34][CH:35]=[CH:36][CH:37]=1)C(OCC)=O)([OH:25])=[O:24], predict the reaction product. The product is: [CH3:4][CH2:3][CH2:2][CH2:1][C:5]1[N:6]([CH2:12][C:13]2[CH:22]=[CH:21][C:16]([C:17]([OH:19])=[O:18])=[CH:15][CH:14]=2)[C:7](/[CH:10]=[C:26](/[C:23]([OH:25])=[O:24])\[CH2:32][C:33]2[S:34][CH:35]=[CH:36][CH:37]=2)=[CH:8][N:9]=1. (3) Given the reactants [F:1][C@@H:2]1[CH2:19][C@@:18]2([CH3:20])[C:5]([C:6](=[O:22])[CH2:7][C@@H:8]3[C@@H:17]2[CH2:16][CH2:15][C@@:13]2([CH3:14])[C@H:9]3[CH2:10][CH2:11][C@@H:12]2[OH:21])=[CH:4][C:3]1=[O:23].[Na+].[I-].Cl.C([O-])(O)=O.[Na+], predict the reaction product. The product is: [F:1][C@@H:2]1[CH2:19][C@@:18]2([CH3:20])[CH:5]([C:6](=[O:22])[CH2:7][C@@H:8]3[C@@H:17]2[CH2:16][CH2:15][C@@:13]2([CH3:14])[C@H:9]3[CH2:10][CH2:11][C@@H:12]2[OH:21])[CH2:4][C:3]1=[O:23]. (4) The product is: [C:3]([C:5]1([O:18][CH3:19])[CH2:6][CH2:7][N:8]([C:11]([O:13][C:14]([CH3:15])([CH3:16])[CH3:17])=[O:12])[CH2:9][CH2:10]1)(=[O:4])[CH3:20]. Given the reactants CO[C:3]([C:5]1([O:18][CH3:19])[CH2:10][CH2:9][N:8]([C:11]([O:13][C:14]([CH3:17])([CH3:16])[CH3:15])=[O:12])[CH2:7][CH2:6]1)=[O:4].[CH3:20][Si](C[Li])(C)C.[Cl-].[NH4+].[F-].C([N+](CCCC)(CCCC)CCCC)CCC, predict the reaction product. (5) Given the reactants [CH3:1][S:2]([C:5]1[CH:6]=[C:7]2[C:11](=[CH:12][CH:13]=1)[NH:10][N:9]=[CH:8]2)(=[O:4])=[O:3].[OH-].[K+].[I:16]I.O, predict the reaction product. The product is: [I:16][C:8]1[C:7]2[C:11](=[CH:12][CH:13]=[C:5]([S:2]([CH3:1])(=[O:3])=[O:4])[CH:6]=2)[NH:10][N:9]=1.